Dataset: Forward reaction prediction with 1.9M reactions from USPTO patents (1976-2016). Task: Predict the product of the given reaction. Given the reactants [OH:1][C:2]1[CH:7]=[CH:6][C:5]([C:8]2[N:13]=[CH:12][C:11]([N:14]3[CH2:19][CH2:18][CH:17]([C:20]([O:22][CH2:23][CH3:24])=[O:21])[CH2:16][CH2:15]3)=[CH:10][N:9]=2)=[CH:4][CH:3]=1.C(=O)([O-])[O-].[K+].[K+].CC1C=CC(S(O[CH2:42][CH2:43][CH2:44][CH2:45][CH2:46][C:47]([O:50][CH3:51])([CH3:49])[CH3:48])(=O)=O)=CC=1, predict the reaction product. The product is: [CH3:51][O:50][C:47]([CH3:49])([CH3:48])[CH2:46][CH2:45][CH2:44][CH2:43][CH2:42][O:1][C:2]1[CH:7]=[CH:6][C:5]([C:8]2[N:13]=[CH:12][C:11]([N:14]3[CH2:19][CH2:18][CH:17]([C:20]([O:22][CH2:23][CH3:24])=[O:21])[CH2:16][CH2:15]3)=[CH:10][N:9]=2)=[CH:4][CH:3]=1.